Dataset: Reaction yield outcomes from USPTO patents with 853,638 reactions. Task: Predict the reaction yield, written as a fraction of the theoretical maximum amount of product (1.0 means a 100% yield; for example, 0.34 means a 34% yield). (1) The reactants are CC1(C)[O:6][C:5](=[CH:7][C:8]([N:10]([CH2:13][C:14]2[CH:19]=[CH:18][C:17]([F:20])=[CH:16][C:15]=2[S:21]([CH3:24])(=[O:23])=[O:22])[O:11][CH3:12])=[O:9])[C:4](=[O:25])O1.[CH2:27]=O.[N:29]1([CH2:35][CH2:36][NH2:37])[CH2:34][CH2:33][O:32][CH2:31][CH2:30]1. No catalyst specified. The product is [F:20][C:17]1[CH:18]=[CH:19][C:14]([CH2:13][N:10]([O:11][CH3:12])[C:8]([C:7]2[CH2:27][N:37]([CH2:36][CH2:35][N:29]3[CH2:34][CH2:33][O:32][CH2:31][CH2:30]3)[C:4](=[O:25])[C:5]=2[OH:6])=[O:9])=[C:15]([S:21]([CH3:24])(=[O:22])=[O:23])[CH:16]=1. The yield is 0.450. (2) The reactants are [CH3:1][C:2]1[C:6]2[CH:7]=[CH:8][CH:9]=[CH:10][C:5]=2[O:4][C:3]=1[C:11](=[O:13])[CH3:12].CO[CH:16](OC)[N:17]([CH3:19])[CH3:18]. No catalyst specified. The product is [CH3:16][N:17]([CH3:19])/[CH:18]=[CH:12]/[C:11]([C:3]1[O:4][C:5]2[CH:10]=[CH:9][CH:8]=[CH:7][C:6]=2[C:2]=1[CH3:1])=[O:13]. The yield is 0.700. (3) The product is [Br:8][C:5]1[CH:6]=[CH:7][C:2]([C:17]#[C:16][Si:13]([C:9]([CH3:12])([CH3:11])[CH3:10])([CH3:15])[CH3:14])=[N:3][CH:4]=1. The reactants are Br[C:2]1[CH:7]=[CH:6][C:5]([Br:8])=[CH:4][N:3]=1.[C:9]([Si:13]([C:16]#[CH:17])([CH3:15])[CH3:14])([CH3:12])([CH3:11])[CH3:10].CCOC(C)=O. The yield is 1.00. The catalyst is C1COCC1.C(N(CC)CC)C.[Cu]I. (4) The reactants are [I-].[CH3:2][S+](C)(C)=O.[H-].[Na+].[F:9][C:10]1[CH:24]=[CH:23][C:13]([C:14]([N:16]2[CH2:21][CH2:20][C:19](=[O:22])[CH2:18][CH2:17]2)=[O:15])=[CH:12][CH:11]=1. The catalyst is CS(C)=O. The product is [F:9][C:10]1[CH:24]=[CH:23][C:13]([C:14]([N:16]2[CH2:17][CH2:18][C:19]3([O:22][CH2:2]3)[CH2:20][CH2:21]2)=[O:15])=[CH:12][CH:11]=1. The yield is 0.400.